This data is from Full USPTO retrosynthesis dataset with 1.9M reactions from patents (1976-2016). The task is: Predict the reactants needed to synthesize the given product. (1) Given the product [CH3:27][N:28]([CH3:29])[C:2]1[N:25]=[CH:24][C:5]2[C:6]3[N:10]([CH:9]=[C:8]([C:14]4[N:18]([CH:19]([CH3:21])[CH3:20])[N:17]=[C:16]([CH2:22][OH:23])[N:15]=4)[N:7]=3)[CH2:11][CH2:12][O:13][C:4]=2[CH:3]=1, predict the reactants needed to synthesize it. The reactants are: Cl[C:2]1[N:25]=[CH:24][C:5]2[C:6]3[N:10]([CH2:11][CH2:12][O:13][C:4]=2[CH:3]=1)[CH:9]=[C:8]([C:14]1[N:18]([CH:19]([CH3:21])[CH3:20])[N:17]=[C:16]([CH2:22][OH:23])[N:15]=1)[N:7]=3.Cl.[CH3:27][NH:28][CH3:29]. (2) Given the product [C:17]([C:21]1[CH:22]=[C:23]([NH:24][C:2]2[N:7]=[C:6]([NH:8][C:9]3[CH:14]=[CH:13][CH:12]=[C:11]([OH:15])[CH:10]=3)[C:5]([F:16])=[CH:4][N:3]=2)[CH:25]=[CH:26][CH:27]=1)([CH3:20])([CH3:18])[CH3:19], predict the reactants needed to synthesize it. The reactants are: Cl[C:2]1[N:7]=[C:6]([NH:8][C:9]2[CH:14]=[CH:13][CH:12]=[C:11]([OH:15])[CH:10]=2)[C:5]([F:16])=[CH:4][N:3]=1.[C:17]([C:21]1[CH:22]=[C:23]([CH:25]=[CH:26][CH:27]=1)[NH2:24])([CH3:20])([CH3:19])[CH3:18]. (3) The reactants are: C[O:2][C:3](=O)[C:4]1[CH:9]=[C:8]([N+:10]([O-:12])=[O:11])[CH:7]=[CH:6][C:5]=1[O:13][C:14]1[CH:19]=[CH:18][CH:17]=[CH:16][CH:15]=1.[NH2:21][NH2:22]. Given the product [N+:10]([C:8]1[CH:7]=[CH:6][C:5]([O:13][C:14]2[CH:19]=[CH:18][CH:17]=[CH:16][CH:15]=2)=[C:4]([CH:9]=1)[C:3]([NH:21][NH2:22])=[O:2])([O-:12])=[O:11], predict the reactants needed to synthesize it.